From a dataset of Forward reaction prediction with 1.9M reactions from USPTO patents (1976-2016). Predict the product of the given reaction. (1) Given the reactants [CH3:1][CH2:2][C:3]([C:5]1[CH:10]=[CH:9][C:8]([OH:11])=[CH:7][CH:6]=1)=[O:4].[CH2:12](Br)[C:13]1[CH:18]=[CH:17][CH:16]=[CH:15][CH:14]=1.C([O-])([O-])=O.[K+].[K+], predict the reaction product. The product is: [CH3:1][CH2:2][C:3]([C:5]1[CH:6]=[CH:7][C:8]([O:11][CH2:12][C:13]2[CH:18]=[CH:17][CH:16]=[CH:15][CH:14]=2)=[CH:9][CH:10]=1)=[O:4]. (2) Given the reactants [Mg].[CH2:2]([O:4][CH:5]([O:10][CH2:11][CH3:12])[CH2:6][C:7]([OH:9])=O)[CH3:3].C(N1[CH:24]=[CH:23]N=C1)(N1C=CN=C1)=O, predict the reaction product. The product is: [CH2:11]([O:10][CH:5]([O:4][CH2:2][CH3:3])[CH2:6][C:7](=[O:9])[CH2:6][C:5]([O:10][CH2:23][CH3:24])=[O:4])[CH3:12].